Task: Regression. Given a peptide amino acid sequence and an MHC pseudo amino acid sequence, predict their binding affinity value. This is MHC class II binding data.. Dataset: Peptide-MHC class II binding affinity with 134,281 pairs from IEDB The peptide sequence is VQTAVDFGNSYIAEM. The MHC is DRB1_1301 with pseudo-sequence QEFFIASGAAVDAIMESSFDYFDIDEATYHVVFT. The binding affinity (normalized) is 0.